Predict the reaction yield, written as a fraction of the theoretical maximum amount of product (1.0 means a 100% yield; for example, 0.34 means a 34% yield). From a dataset of Reaction yield outcomes from USPTO patents with 853,638 reactions. (1) The reactants are [N:1]1([CH2:9][C:10]([OH:12])=[O:11])[CH:8]=[CH:7][C:5]([NH2:6])=[N:4][C:2]1=[O:3].C(N1C=CN=C1)(N1[CH:19]=[CH:18]N=C1)=O.[CH2:25]([OH:35])[C:26]1[CH:34]=[CH:33][C:32]2[O:31][CH2:30][O:29][C:28]=2[CH:27]=1.CN([CH:39]=[O:40])C. No catalyst specified. The product is [CH2:18]([O:11][C:10](=[O:12])[CH2:9][N:1]1[CH:8]=[CH:7][C:5]([NH:6][C:39]([O:35][CH2:25][C:26]2[CH:34]=[CH:33][C:32]3[O:31][CH2:30][O:29][C:28]=3[CH:27]=2)=[O:40])=[N:4][C:2]1=[O:3])[CH3:19]. The yield is 0.960. (2) The reactants are [CH2:1]([O:8][C:9]1[CH:14]=[CH:13][C:12]([F:15])=[CH:11][C:10]=1[F:16])[C:2]1[CH:7]=[CH:6][CH:5]=[CH:4][CH:3]=1.[C:17](=O)=[O:18].CC(C)=O.C([Li])CCC.CN(C)C=O. The catalyst is O1CCCC1.O. The product is [CH2:1]([O:8][C:9]1[C:10]([F:16])=[C:11]([C:12]([F:15])=[CH:13][CH:14]=1)[CH:17]=[O:18])[C:2]1[CH:3]=[CH:4][CH:5]=[CH:6][CH:7]=1. The yield is 0.740. (3) The reactants are [C:1]([NH:4][C:5]1[CH:10]=[CH:9][C:8]([SH:11])=[CH:7][CH:6]=1)(=[O:3])[CH3:2].[Li]CCCC.Br[CH2:18][CH2:19][C:20]1[O:21][C:22]([CH3:25])=[CH:23][CH:24]=1. The catalyst is C1COCC1. The product is [CH3:25][C:22]1[O:21][C:20]([CH2:19][CH2:18][S:11][C:8]2[CH:9]=[CH:10][C:5]([NH:4][C:1](=[O:3])[CH3:2])=[CH:6][CH:7]=2)=[CH:24][CH:23]=1. The yield is 0.880.